The task is: Predict which catalyst facilitates the given reaction.. This data is from Catalyst prediction with 721,799 reactions and 888 catalyst types from USPTO. (1) Reactant: [Br:1][C:2]1[CH:7]=[CH:6][C:5]([OH:8])=[CH:4][CH:3]=1.[OH-].[Na+].[CH2:11](Br)[CH2:12][CH2:13][CH3:14].O. Product: [CH2:11]([O:8][C:5]1[CH:6]=[CH:7][C:2]([Br:1])=[CH:3][CH:4]=1)[CH2:12][CH2:13][CH3:14]. The catalyst class is: 8. (2) Reactant: [CH2:1]([O:8][C:9]([NH:11][CH:12]1[CH2:14][C:13]1([O:20][Si](C(C)(C)C)(C)C)[C:15]([O:17][CH2:18][CH3:19])=[O:16])=[O:10])[C:2]1[CH:7]=[CH:6][CH:5]=[CH:4][CH:3]=1.N1C=CC=CC=1. Product: [CH2:1]([O:8][C:9]([NH:11][CH:12]1[CH2:14][C:13]1([OH:20])[C:15]([O:17][CH2:18][CH3:19])=[O:16])=[O:10])[C:2]1[CH:3]=[CH:4][CH:5]=[CH:6][CH:7]=1. The catalyst class is: 116. (3) Reactant: [CH3:1][C:2]1[C:6]([C:7]2[O:11][C:10]([CH3:12])=[C:9]([CH:13]([NH:18][C:19]3[CH:27]=[CH:26][C:22]([C:23]([OH:25])=O)=[CH:21][CH:20]=3)[CH2:14][CH:15]([CH3:17])[CH3:16])[CH:8]=2)=[C:5]([CH3:28])[O:4][N:3]=1.[CH3:29][NH:30][CH2:31][CH2:32][C:33]([O:35]CC)=[O:34].Cl.C(N=C=NCCCN(C)C)C.O.OC1C2N=NNC=2C=CC=1. Product: [CH3:1][C:2]1[C:6]([C:7]2[O:11][C:10]([CH3:12])=[C:9]([CH:13]([NH:18][C:19]3[CH:20]=[CH:21][C:22]([C:23]([N:30]([CH3:29])[CH2:31][CH2:32][C:33]([OH:35])=[O:34])=[O:25])=[CH:26][CH:27]=3)[CH2:14][CH:15]([CH3:17])[CH3:16])[CH:8]=2)=[C:5]([CH3:28])[O:4][N:3]=1. The catalyst class is: 842. (4) Reactant: [CH3:1][O:2][C:3]1[CH:8]=[C:7]([C:9]([C:12]2[CH:17]=[CH:16][CH:15]=[C:14]([O:18][C:19]([F:22])([F:21])[F:20])[CH:13]=2)([CH3:11])[CH3:10])[CH:6]=[C:5]([N+:23]([O-])=O)[CH:4]=1. Product: [CH3:1][O:2][C:3]1[CH:4]=[C:5]([CH:6]=[C:7]([C:9]([C:12]2[CH:17]=[CH:16][CH:15]=[C:14]([O:18][C:19]([F:20])([F:21])[F:22])[CH:13]=2)([CH3:11])[CH3:10])[CH:8]=1)[NH2:23]. The catalyst class is: 94. (5) Reactant: C(OC([N:8]1[CH2:13][CH2:12][C:11](=[CH:14][C:15]2[CH:20]=[CH:19][CH:18]=[C:17]([O:21][C:22]3[CH:27]=[CH:26][C:25]([C:28]([F:31])([F:30])[F:29])=[CH:24][N:23]=3)[CH:16]=2)[CH2:10][CH2:9]1)=O)(C)(C)C.[ClH:32].O1CCOCC1. Product: [ClH:32].[NH:8]1[CH2:13][CH2:12][C:11](=[CH:14][C:15]2[CH:16]=[C:17]([CH:18]=[CH:19][CH:20]=2)[O:21][C:22]2[CH:27]=[CH:26][C:25]([C:28]([F:31])([F:29])[F:30])=[CH:24][N:23]=2)[CH2:10][CH2:9]1. The catalyst class is: 13. (6) Product: [N+:41]([C:44]1[CH:51]=[CH:50][C:47]([CH2:48][CH:53]([C:54]([O:56][CH2:57][CH3:58])=[O:55])[C:52]([O:60][CH2:61][CH3:62])=[O:59])=[CH:46][CH:45]=1)([O-:43])=[O:42]. Reactant: C(O)CCO.CC1C=CC(S(OCC(CC2C=CC([N+]([O-])=O)=CC=2)COS(C2C=CC(C)=CC=2)(=O)=O)(=O)=O)=CC=1.[N+:41]([C:44]1[CH:51]=[CH:50][C:47]([CH2:48]Br)=[CH:46][CH:45]=1)([O-:43])=[O:42].[C:52]([O:60][CH2:61][CH3:62])(=[O:59])[CH2:53][C:54]([O:56][CH2:57][CH3:58])=[O:55].C([O-])([O-])=O.[K+].[K+]. The catalyst class is: 21. (7) Reactant: FC(F)(F)C(O)=O.[CH3:8][S:9][CH2:10][C:11]1[CH:12]=[CH:13][CH:14]=[C:15]2[C:19]=1[NH:18][CH:17]=[CH:16]2.[CH:20]1([C:23]([C:26]2[CH:31]=[CH:30][C:29]([CH3:32])=[CH:28][CH:27]=2)(O)[CH3:24])[CH2:22][CH2:21]1. Product: [CH:20]1([C:23]([C:16]2[C:15]3[C:19](=[C:11]([CH2:10][S:9][CH3:8])[CH:12]=[CH:13][CH:14]=3)[NH:18][CH:17]=2)([C:26]2[CH:31]=[CH:30][C:29]([CH3:32])=[CH:28][CH:27]=2)[CH3:24])[CH2:22][CH2:21]1. The catalyst class is: 4.